This data is from Catalyst prediction with 721,799 reactions and 888 catalyst types from USPTO. The task is: Predict which catalyst facilitates the given reaction. (1) Reactant: [NH2:1][C:2]1[N:7]=[C:6]([C:8]2[C:16]3[C:15]([NH:17][CH2:18][CH:19]([CH3:21])[CH3:20])=[CH:14][CH:13]=[N:12][C:11]=3[N:10](COCC[Si](C)(C)C)[CH:9]=2)[CH:5]=[CH:4][N:3]=1.Cl. Product: [NH2:1][C:2]1[N:7]=[C:6]([C:8]2[C:16]3[C:15]([NH:17][CH2:18][CH:19]([CH3:21])[CH3:20])=[CH:14][CH:13]=[N:12][C:11]=3[NH:10][CH:9]=2)[CH:5]=[CH:4][N:3]=1. The catalyst class is: 8. (2) Reactant: [CH:1]1([CH2:4][NH:5][CH:6]2[CH2:11][CH2:10][N:9]([C:12]([O:14][CH2:15][C:16]3[CH:21]=[CH:20][CH:19]=[CH:18][CH:17]=3)=[O:13])[CH2:8][CH2:7]2)[CH2:3][CH2:2]1.C(N(CC)CC)C.[C:29](O[C:29]([O:31][C:32]([CH3:35])([CH3:34])[CH3:33])=[O:30])([O:31][C:32]([CH3:35])([CH3:34])[CH3:33])=[O:30]. Product: [C:32]([O:31][C:29]([N:5]([CH2:4][CH:1]1[CH2:3][CH2:2]1)[CH:6]1[CH2:11][CH2:10][N:9]([C:12]([O:14][CH2:15][C:16]2[CH:21]=[CH:20][CH:19]=[CH:18][CH:17]=2)=[O:13])[CH2:8][CH2:7]1)=[O:30])([CH3:35])([CH3:34])[CH3:33]. The catalyst class is: 4. (3) Reactant: [Cl-].[CH3:2][C@:3]12[C@@:20]3([CH3:21])[C@@H:11]([C@:12]4([CH3:25])[C@@H:17]([CH2:18][CH2:19]3)[C:16]([CH3:23])([CH3:22])[C:15](=[O:24])[CH2:14][CH2:13]4)[CH2:10][CH2:9][C@@H:8]1[C@H:7]1[C@H:26]([C:29]([CH3:31])=[CH2:30])[CH2:27][CH2:28][C@:6]1([NH3+:32])[CH2:5][CH2:4]2.[O-]P(OP(OP([O-])([O-])=O)([O-])=O)(=O)[O-].[K+].[K+].[K+].[K+].[K+].Cl[CH2:52][CH2:53]Cl. Product: [N:32]1([C@:6]23[CH2:28][CH2:27][C@@H:26]([C:29]([CH3:31])=[CH2:30])[C@@H:7]2[C@@H:8]2[C@@:3]([CH3:2])([CH2:4][CH2:5]3)[C@@:20]3([CH3:21])[C@@H:11]([C@:12]4([CH3:25])[C@@H:17]([CH2:18][CH2:19]3)[C:16]([CH3:22])([CH3:23])[C:15](=[O:24])[CH2:14][CH2:13]4)[CH2:10][CH2:9]2)[CH2:53][CH2:52]1. The catalyst class is: 10. (4) Product: [CH3:26][O:27][C:28]1[C:29](=[O:56])[C:30]([CH3:55])=[C:31]([CH2:37][C:38]2[CH:39]=[CH:40][C:41]([O:47][CH2:48][C:49]3[CH:50]=[CH:51][CH:52]=[CH:53][CH:54]=3)=[C:42]([CH:46]=2)[C:43]([NH:7][C:6]2[CH:8]=[CH:9][C:3]([O:2][CH3:1])=[CH:4][CH:5]=2)=[O:44])[C:32](=[O:36])[C:33]=1[O:34][CH3:35]. The catalyst class is: 2. Reactant: [CH3:1][O:2][C:3]1[CH:9]=[CH:8][C:6]([NH2:7])=[CH:5][CH:4]=1.C(N(CC)CC)C.[Cl-].ClC1N(C)CC[NH+]1C.[CH3:26][O:27][C:28]1[C:29](=[O:56])[C:30]([CH3:55])=[C:31]([CH2:37][C:38]2[CH:39]=[CH:40][C:41]([O:47][CH2:48][C:49]3[CH:54]=[CH:53][CH:52]=[CH:51][CH:50]=3)=[C:42]([CH:46]=2)[C:43](O)=[O:44])[C:32](=[O:36])[C:33]=1[O:34][CH3:35]. (5) Reactant: [C:1]([O:5][C:6]([NH:8][C@H:9]1[CH2:12][C@H:11]([C:13]([OH:15])=[O:14])[CH2:10]1)=[O:7])([CH3:4])([CH3:3])[CH3:2].C(=O)([O-])[O-].[K+].[K+].Br[CH2:23][C:24]1[CH:29]=[CH:28][CH:27]=[CH:26][CH:25]=1.O. Product: [C:1]([O:5][C:6]([NH:8][C@H:9]1[CH2:10][C@H:11]([C:13]([O:15][CH2:23][C:24]2[CH:29]=[CH:28][CH:27]=[CH:26][CH:25]=2)=[O:14])[CH2:12]1)=[O:7])([CH3:4])([CH3:2])[CH3:3]. The catalyst class is: 9.